The task is: Regression. Given two drug SMILES strings and cell line genomic features, predict the synergy score measuring deviation from expected non-interaction effect.. This data is from NCI-60 drug combinations with 297,098 pairs across 59 cell lines. (1) Drug 1: CN(CCCl)CCCl.Cl. Drug 2: CC(C)CN1C=NC2=C1C3=CC=CC=C3N=C2N. Cell line: T-47D. Synergy scores: CSS=35.7, Synergy_ZIP=-9.46, Synergy_Bliss=-4.50, Synergy_Loewe=-2.97, Synergy_HSA=-2.90. (2) Drug 1: CN(CC1=CN=C2C(=N1)C(=NC(=N2)N)N)C3=CC=C(C=C3)C(=O)NC(CCC(=O)O)C(=O)O. Drug 2: CC12CCC3C(C1CCC2OP(=O)(O)O)CCC4=C3C=CC(=C4)OC(=O)N(CCCl)CCCl.[Na+]. Cell line: SN12C. Synergy scores: CSS=28.2, Synergy_ZIP=-6.18, Synergy_Bliss=-0.766, Synergy_Loewe=-13.7, Synergy_HSA=-1.13. (3) Drug 2: C1CCN(CC1)CCOC2=CC=C(C=C2)C(=O)C3=C(SC4=C3C=CC(=C4)O)C5=CC=C(C=C5)O. Drug 1: CC1=C2C(C(=O)C3(C(CC4C(C3C(C(C2(C)C)(CC1OC(=O)C(C(C5=CC=CC=C5)NC(=O)OC(C)(C)C)O)O)OC(=O)C6=CC=CC=C6)(CO4)OC(=O)C)OC)C)OC. Cell line: ACHN. Synergy scores: CSS=24.4, Synergy_ZIP=4.55, Synergy_Bliss=2.01, Synergy_Loewe=-21.7, Synergy_HSA=1.51. (4) Drug 1: C1CCC(C1)C(CC#N)N2C=C(C=N2)C3=C4C=CNC4=NC=N3. Drug 2: CC12CCC3C(C1CCC2OP(=O)(O)O)CCC4=C3C=CC(=C4)OC(=O)N(CCCl)CCCl.[Na+]. Cell line: HOP-92. Synergy scores: CSS=1.94, Synergy_ZIP=-1.66, Synergy_Bliss=-5.92, Synergy_Loewe=-8.32, Synergy_HSA=-6.68. (5) Drug 1: CC1=C2C(C(=O)C3(C(CC4C(C3C(C(C2(C)C)(CC1OC(=O)C(C(C5=CC=CC=C5)NC(=O)OC(C)(C)C)O)O)OC(=O)C6=CC=CC=C6)(CO4)OC(=O)C)O)C)O. Drug 2: CN(CCCl)CCCl.Cl. Cell line: NCIH23. Synergy scores: CSS=20.4, Synergy_ZIP=-4.25, Synergy_Bliss=-1.04, Synergy_Loewe=-3.38, Synergy_HSA=0.0220. (6) Drug 1: CC1C(C(CC(O1)OC2CC(OC(C2O)C)OC3=CC4=CC5=C(C(=O)C(C(C5)C(C(=O)C(C(C)O)O)OC)OC6CC(C(C(O6)C)O)OC7CC(C(C(O7)C)O)OC8CC(C(C(O8)C)O)(C)O)C(=C4C(=C3C)O)O)O)O. Drug 2: CC(C)NC(=O)C1=CC=C(C=C1)CNNC.Cl. Cell line: HT29. Synergy scores: CSS=52.4, Synergy_ZIP=-0.469, Synergy_Bliss=-2.95, Synergy_Loewe=-47.2, Synergy_HSA=-2.77.